Task: Predict which catalyst facilitates the given reaction.. Dataset: Catalyst prediction with 721,799 reactions and 888 catalyst types from USPTO (1) Reactant: [F:1][C:2]([F:20])([F:19])[O:3][C:4]1[CH:9]=[CH:8][C:7]([C:10]2[N:14]=[C:13]([C:15]([NH:17][NH2:18])=O)[O:12][N:11]=2)=[CH:6][CH:5]=1.Cl.[C:22](=N)([NH2:24])[CH3:23].[OH-].[Na+].CCOC(C)=O. Product: [CH3:23][C:22]1[NH:18][N:17]=[C:15]([C:13]2[O:12][N:11]=[C:10]([C:7]3[CH:8]=[CH:9][C:4]([O:3][C:2]([F:20])([F:19])[F:1])=[CH:5][CH:6]=3)[N:14]=2)[N:24]=1. The catalyst class is: 1. (2) Reactant: [NH2:1][C:2]1[S:6][C:5]2[CH:7]=[CH:8][CH:9]=[C:10]([CH3:11])[C:4]=2[C:3]=1[C:12]#[N:13].Cl[C:15]1[CH:20]=[CH:19][CH:18]=[CH:17][C:16]=1[N+:21]([O-:23])=[O:22]. Product: [CH3:11][C:10]1[C:4]2[C:3]([C:12]#[N:13])=[C:2]([NH:1][C:15]3[CH:20]=[CH:19][CH:18]=[CH:17][C:16]=3[N+:21]([O-:23])=[O:22])[S:6][C:5]=2[CH:7]=[CH:8][CH:9]=1. The catalyst class is: 16.